Dataset: Hepatocyte clearance measurements from AstraZeneca. Task: Regression/Classification. Given a drug SMILES string, predict its absorption, distribution, metabolism, or excretion properties. Task type varies by dataset: regression for continuous measurements (e.g., permeability, clearance, half-life) or binary classification for categorical outcomes (e.g., BBB penetration, CYP inhibition). For this dataset (clearance_hepatocyte_az), we predict log10(clearance) (log10 of the in vitro intrinsic clearance, CLint, in uL/min per 10^6 hepatocytes; values are censored to the assay range of 3 to 150, which is 0.477 to 2.18 on this log10 scale). (1) The compound is Cc1ccc(N2CC(COc3ccc(-c4noc(C)n4)cc3)C2)nn1. The log10(clearance) is 1.42. (2) The molecule is O=C(O)CN1C(=O)C(=O)c2ccccc21. The log10(clearance) is 1.43. (3) The compound is Cn1cc(C2=C(c3cn(C4CCN(Cc5ccccn5)CC4)c4ccccc34)C(=O)NC2=O)c2ccccc21. The log10(clearance) is 0.780. (4) The compound is Cc1ccc(NC(=O)[C@@H]2CCCN2S(=O)(=O)c2cccc3cccnc23)c(C)c1. The log10(clearance) is 2.18. (5) The drug is O=c1[nH]c2c(O)ccc([C@@H](O)CNCCSCCCNCCc3cccc(Cl)c3Cl)c2s1. The log10(clearance) is 1.29. (6) The compound is COc1cccc2c1c(NS(=O)(=O)c1ccc(Cl)s1)nn2Cc1cccc(CNC(=O)[C@@H]2COCCN2)c1. The log10(clearance) is 1.30. (7) The log10(clearance) is 2.18. The drug is NC1(c2ccc(-c3ncc4cnccc4c3-c3ccccc3)cc2)CCC1.